From a dataset of Forward reaction prediction with 1.9M reactions from USPTO patents (1976-2016). Predict the product of the given reaction. (1) Given the reactants [N:1]([CH:4]([C:9]1[C:14]2[N:15]3[CH2:21][CH2:20][CH2:19][N:18]([C:22]4[CH:27]=[CH:26][C:25]([Cl:28])=[CH:24][C:23]=4[Cl:29])[C:16]3=[N:17][C:13]=2[C:12]([Cl:30])=[CH:11][CH:10]=1)[C:5]([F:8])([F:7])[F:6])=[N+]=[N-].C1(P(C2C=CC=CC=2)C2C=CC=CC=2)C=CC=CC=1, predict the reaction product. The product is: [Cl:30][C:12]1[C:13]2[N:17]=[C:16]3[N:18]([C:22]4[CH:27]=[CH:26][C:25]([Cl:28])=[CH:24][C:23]=4[Cl:29])[CH2:19][CH2:20][CH2:21][N:15]3[C:14]=2[C:9]([CH:4]([NH2:1])[C:5]([F:6])([F:7])[F:8])=[CH:10][CH:11]=1. (2) Given the reactants C(OC([N:8]1[CH2:11][CH:10]([N:12]2[CH2:15][CH:14]([OH:16])[CH2:13]2)[CH2:9]1)=O)(C)(C)C, predict the reaction product. The product is: [N:12]1([CH:10]2[CH2:11][NH:8][CH2:9]2)[CH2:15][CH:14]([OH:16])[CH2:13]1.